From a dataset of Forward reaction prediction with 1.9M reactions from USPTO patents (1976-2016). Predict the product of the given reaction. (1) The product is: [OH:1][C:2]1[CH:3]=[C:4]([NH:8][C:9](=[O:10])[NH:11][C:12]2[CH:13]=[CH:14][C:15]([C:28]3[N:29]=[C:30]([N:42]4[CH2:47][CH2:46][O:45][CH2:44][C@@H:43]4[CH3:48])[C:31]4[CH2:36][N:35]([C:37]([O:39][CH2:40][CH3:41])=[O:38])[CH2:34][C:32]=4[N:33]=3)=[CH:16][CH:17]=2)[CH:5]=[CH:6][CH:7]=1. Given the reactants [OH:1][C:2]1[CH:3]=[C:4]([NH:8][C:9]([NH:11][C:12]2[CH:17]=[CH:16][C:15](B3OC(C)(C)C(C)(C)O3)=[CH:14][CH:13]=2)=[O:10])[CH:5]=[CH:6][CH:7]=1.Cl[C:28]1[N:29]=[C:30]([N:42]2[CH2:47][CH2:46][O:45][CH2:44][C@@H:43]2[CH3:48])[C:31]2[CH2:36][N:35]([C:37]([O:39][CH2:40][CH3:41])=[O:38])[CH2:34][C:32]=2[N:33]=1, predict the reaction product. (2) Given the reactants [H-].[Na+].[CH3:3][N:4]([CH3:8])[CH2:5][CH2:6][OH:7].[C:9]1([N:15]2[C:19]3=[N:20][CH:21]=[N:22][C:23]([NH:24][N:25]=[CH:26][C:27]4[CH:32]=[CH:31][C:30](Cl)=[N:29][CH:28]=4)=[C:18]3[CH:17]=[N:16]2)[CH:14]=[CH:13][CH:12]=[CH:11][CH:10]=1.O, predict the reaction product. The product is: [C:9]1([N:15]2[C:19]3=[N:20][CH:21]=[N:22][C:23]([NH:24][N:25]=[CH:26][C:27]4[CH:32]=[CH:31][C:30]([O:7][CH2:6][CH2:5][N:4]([CH3:8])[CH3:3])=[N:29][CH:28]=4)=[C:18]3[CH:17]=[N:16]2)[CH:14]=[CH:13][CH:12]=[CH:11][CH:10]=1. (3) Given the reactants [CH3:1][C:2]1[C:3]([OH:8])=[N:4][CH:5]=[CH:6][CH:7]=1.[N+:9]([O-])([OH:11])=[O:10].O, predict the reaction product. The product is: [CH3:1][C:2]1[C:3]([OH:8])=[N:4][CH:5]=[C:6]([N+:9]([O-:11])=[O:10])[CH:7]=1. (4) Given the reactants OC(C(F)(F)F)=O.[N:8]1[CH:9]=[C:10]([C:17]#[C:18][C:19]2[CH:20]=[C:21]([NH2:26])[CH:22]=[CH:23][C:24]=2[CH3:25])[N:11]2[C:16]=1[CH:15]=[CH:14][CH:13]=[N:12]2.[F:27][C:28]1[CH:33]=[CH:32][C:31]([C:34]2[NH:38][C:37]([S:39]([CH3:42])(=[O:41])=[O:40])=[N:36][C:35]=2[C:43](O)=[O:44])=[CH:30][CH:29]=1.CN(C(ON1N=NC2C=CC=NC1=2)=[N+](C)C)C.F[P-](F)(F)(F)(F)F.CCN(C(C)C)C(C)C, predict the reaction product. The product is: [F:27][C:28]1[CH:29]=[CH:30][C:31]([C:34]2[NH:38][C:37]([S:39]([CH3:42])(=[O:41])=[O:40])=[N:36][C:35]=2[C:43]([NH:26][C:21]2[CH:22]=[CH:23][C:24]([CH3:25])=[C:19]([C:18]#[C:17][C:10]3[N:11]4[N:12]=[CH:13][CH:14]=[CH:15][C:16]4=[N:8][CH:9]=3)[CH:20]=2)=[O:44])=[CH:32][CH:33]=1. (5) Given the reactants C(N(C)[CH2:4][CH2:5][N:6]1[C:29](=[O:30])[N:9]2[CH:10]([C:23]3[CH:28]=[CH:27][CH:26]=[CH:25][CH:24]=3)[C:11]3[NH:12][C:13]4[C:18]([C:19]=3[CH2:20][C:8]2([CH3:31])[C:7]1=[O:32])=[CH:17][C:16]([O:21][CH3:22])=[CH:15][CH:14]=4)C.[F:34][CH:35]([F:38])[CH2:36][NH2:37], predict the reaction product. The product is: [F:34][CH:35]([F:38])[CH2:36][NH:37][CH2:4][CH2:5][N:6]1[C:29](=[O:30])[N:9]2[CH:10]([C:23]3[CH:24]=[CH:25][CH:26]=[CH:27][CH:28]=3)[C:11]3[NH:12][C:13]4[C:18]([C:19]=3[CH2:20][C:8]2([CH3:31])[C:7]1=[O:32])=[CH:17][C:16]([O:21][CH3:22])=[CH:15][CH:14]=4.